This data is from Full USPTO retrosynthesis dataset with 1.9M reactions from patents (1976-2016). The task is: Predict the reactants needed to synthesize the given product. (1) Given the product [O:21]=[C:15]1[CH:14]([N:7]2[C:6](=[O:22])[C:5]3[C:9](=[CH:10][CH:11]=[CH:12][C:4]=3[CH2:3][NH:2][C:36]([C:35]3[S:34][C:33]([C:39]4[CH:40]=[CH:41][CH:42]=[CH:43][CH:44]=4)=[N:32][C:31]=3[CH3:30])=[O:37])[C:8]2=[O:13])[CH2:19][CH2:18][C:17](=[O:20])[NH:16]1, predict the reactants needed to synthesize it. The reactants are: Cl.[NH2:2][CH2:3][C:4]1[CH:12]=[CH:11][CH:10]=[C:9]2[C:5]=1[C:6](=[O:22])[N:7]([CH:14]1[CH2:19][CH2:18][C:17](=[O:20])[NH:16][C:15]1=[O:21])[C:8]2=[O:13].C(N(CC)CC)C.[CH3:30][C:31]1[N:32]=[C:33]([C:39]2[CH:44]=[CH:43][CH:42]=[CH:41][CH:40]=2)[S:34][C:35]=1[C:36](Cl)=[O:37]. (2) Given the product [N:42]1([C:10]2[C:11]3[C:12](=[N:13][CH:14]=[CH:15][C:16]=3[O:17][C:18]3[CH:23]=[CH:22][C:21]([NH:24][C:25]([C:27]4[C:28](=[O:40])[N:29]([C:33]5[CH:34]=[CH:35][C:36]([F:39])=[CH:37][CH:38]=5)[N:30]=[CH:31][CH:32]=4)=[O:26])=[CH:20][C:19]=3[F:41])[NH:8][N:9]=2)[CH2:48][CH2:47][CH2:46][NH:45][CH2:44][CH2:43]1, predict the reactants needed to synthesize it. The reactants are: COC1C=CC(C[N:8]2[C:12]3=[N:13][CH:14]=[CH:15][C:16]([O:17][C:18]4[CH:23]=[CH:22][C:21]([NH:24][C:25]([C:27]5[C:28](=[O:40])[N:29]([C:33]6[CH:38]=[CH:37][C:36]([F:39])=[CH:35][CH:34]=6)[N:30]=[CH:31][CH:32]=5)=[O:26])=[CH:20][C:19]=4[F:41])=[C:11]3[C:10]([N:42]3[CH2:48][CH2:47][CH2:46][NH:45][CH2:44][CH2:43]3)=[N:9]2)=CC=1.C(O)(C(F)(F)F)=O.